Dataset: Reaction yield outcomes from USPTO patents with 853,638 reactions. Task: Predict the reaction yield, written as a fraction of the theoretical maximum amount of product (1.0 means a 100% yield; for example, 0.34 means a 34% yield). The reactants are Br[CH:2]1[CH2:20][CH2:19][C:5]2=[CH:6][C:7]3[C:8]4[CH:17]=[CH:16][C:15]([Cl:18])=[CH:14][C:9]=4[CH2:10][O:11][C:12]=3[CH:13]=[C:4]2[C:3]1=[O:21].[C:22]([O:26][C:27]([N:29]1[CH2:33][C@@H:32]([CH3:34])[CH2:31][C@H:30]1[C:35]([OH:37])=[O:36])=[O:28])([CH3:25])([CH3:24])[CH3:23].CCN(C(C)C)C(C)C. The catalyst is CC#N.CCOC(C)=O. The product is [CH3:34][C@@H:32]1[CH2:33][N:29]([C:27]([O:26][C:22]([CH3:23])([CH3:25])[CH3:24])=[O:28])[C@H:30]([C:35]([O:37][CH:2]2[CH2:20][CH2:19][C:5]3=[CH:6][C:7]4[C:8]5[CH:17]=[CH:16][C:15]([Cl:18])=[CH:14][C:9]=5[CH2:10][O:11][C:12]=4[CH:13]=[C:4]3[C:3]2=[O:21])=[O:36])[CH2:31]1. The yield is 0.700.